The task is: Predict the product of the given reaction.. This data is from Forward reaction prediction with 1.9M reactions from USPTO patents (1976-2016). Given the reactants C(OC([NH:8][C@@H:9]([CH2:42][CH:43]1[CH2:48][CH2:47][CH2:46][CH2:45][CH2:44]1)[C@H:10]([OH:41])[CH2:11][N:12]([CH2:30][C:31]1[CH:36]=[C:35]([O:37][CH3:38])[CH:34]=[C:33]([O:39][CH3:40])[CH:32]=1)[C:13]([O:15][CH2:16][CH:17]1[C:29]2[CH:28]=[CH:27][CH:26]=[CH:25][C:24]=2[C:23]2[C:18]1=[CH:19][CH:20]=[CH:21][CH:22]=2)=[O:14])=O)(C)(C)C.[ClH:49], predict the reaction product. The product is: [ClH:49].[NH2:8][C@@H:9]([CH2:42][CH:43]1[CH2:48][CH2:47][CH2:46][CH2:45][CH2:44]1)[C@H:10]([OH:41])[CH2:11][N:12]([CH2:30][C:31]1[CH:36]=[C:35]([O:37][CH3:38])[CH:34]=[C:33]([O:39][CH3:40])[CH:32]=1)[C:13]([O:15][CH2:16][CH:17]1[C:18]2[CH:19]=[CH:20][CH:21]=[CH:22][C:23]=2[C:24]2[C:29]1=[CH:28][CH:27]=[CH:26][CH:25]=2)=[O:14].